This data is from Forward reaction prediction with 1.9M reactions from USPTO patents (1976-2016). The task is: Predict the product of the given reaction. (1) Given the reactants [H-].[Na+].[F:3][C:4]([F:14])([F:13])[CH:5]([C:7]1[CH:12]=[CH:11][CH:10]=[CH:9][CH:8]=1)[OH:6].[Cl:15][C:16]1[CH:21]=[C:20](Cl)[N:19]=[CH:18][N:17]=1, predict the reaction product. The product is: [Cl:15][C:16]1[CH:21]=[C:20]([O:6][CH:5]([C:7]2[CH:12]=[CH:11][CH:10]=[CH:9][CH:8]=2)[C:4]([F:13])([F:14])[F:3])[N:19]=[CH:18][N:17]=1. (2) The product is: [C:51]([NH:50][CH:44]1[CH2:45][CH2:46][CH2:47][CH2:48][CH2:49]1)([NH:52][CH:53]1[CH2:58][CH2:57][CH2:56][CH2:55][CH2:54]1)=[O:22]. Given the reactants CCCCC[C@H](O)CC[C@H]1[C@H]([OH:22])C[C@H]2[C@@H]1CC1C(C2)=C(OCC(O)=O)C=CC=1.[NH+]1C=CC=CC=1.C(CCOP([O-])([O-])=O)#N.[CH:44]1([N:50]=[C:51]=[N:52][CH:53]2[CH2:58][CH2:57][CH2:56][CH2:55][CH2:54]2)[CH2:49][CH2:48][CH2:47][CH2:46][CH2:45]1, predict the reaction product. (3) Given the reactants [O:1]=[C:2]1[N:6]([C:7]2[CH:12]=[CH:11][C:10]([O:13][CH2:14][C:15]3[C:20]([F:21])=[CH:19][C:18]([F:22])=[CH:17][C:16]=3[F:23])=[CH:9][CH:8]=2)[CH2:5][C@H:4]([C:24]([OH:26])=O)[CH2:3]1.CN.[CH3:29][N:30](C(ON1N=NC2C=CC=CC1=2)=[N+](C)C)C.F[P-](F)(F)(F)(F)F, predict the reaction product. The product is: [CH3:29][NH:30][C:24]([C@@H:4]1[CH2:3][C:2](=[O:1])[N:6]([C:7]2[CH:12]=[CH:11][C:10]([O:13][CH2:14][C:15]3[C:20]([F:21])=[CH:19][C:18]([F:22])=[CH:17][C:16]=3[F:23])=[CH:9][CH:8]=2)[CH2:5]1)=[O:26]. (4) Given the reactants CN(C(ON1N=NC2C=CC=NC1=2)=[N+](C)C)C.F[P-](F)(F)(F)(F)F.[Cl:25][C:26]1[N:30]2[CH:31]=[C:32]([C:39]3[CH:43]=[CH:42][O:41][CH:40]=3)[CH:33]=[C:34]([C:35]([F:38])([F:37])[F:36])[C:29]2=[N:28][C:27]=1[C:44]([OH:46])=O.[NH:47]1[CH2:51][CH2:50][CH2:49][CH:48]1[C:52]1[CH:57]=[CH:56][CH:55]=[CH:54][N:53]=1, predict the reaction product. The product is: [Cl:25][C:26]1[N:30]2[CH:31]=[C:32]([C:39]3[CH:43]=[CH:42][O:41][CH:40]=3)[CH:33]=[C:34]([C:35]([F:37])([F:38])[F:36])[C:29]2=[N:28][C:27]=1[C:44]([N:47]1[CH2:51][CH2:50][CH2:49][CH:48]1[C:52]1[CH:57]=[CH:56][CH:55]=[CH:54][N:53]=1)=[O:46]. (5) Given the reactants [OH:1][NH:2][C:3](=[NH:10])[C:4]1[CH:9]=[CH:8][CH:7]=[CH:6][CH:5]=1.[C:11]([O:15][C:16]([N:18]1[CH2:22][CH2:21][CH2:20][C@H:19]1[C:23](O)=O)=[O:17])([CH3:14])([CH3:13])[CH3:12].C(N=C=NC(C)C)(C)C, predict the reaction product. The product is: [C:11]([O:15][C:16]([N:18]1[CH2:22][CH2:21][CH2:20][C@H:19]1[C:23]1[O:1][N:2]=[C:3]([C:4]2[CH:9]=[CH:8][CH:7]=[CH:6][CH:5]=2)[N:10]=1)=[O:17])([CH3:14])([CH3:12])[CH3:13]. (6) The product is: [Cl:25][C:22]1[CH:21]=[CH:20][C:19]([S:16]([C:8]2[C:9]3[C:14](=[CH:13][CH:12]=[C:11]([CH3:15])[CH:10]=3)[N:6]([CH2:5][C:4]([OH:27])=[O:3])[C:7]=2[CH3:26])(=[O:18])=[O:17])=[CH:24][CH:23]=1. Given the reactants C([O:3][C:4](=[O:27])[CH2:5][N:6]1[C:14]2[C:9](=[CH:10][C:11]([CH3:15])=[CH:12][CH:13]=2)[C:8]([S:16]([C:19]2[CH:24]=[CH:23][C:22]([Cl:25])=[CH:21][CH:20]=2)(=[O:18])=[O:17])=[C:7]1[CH3:26])C.[OH-].[Na+].Cl, predict the reaction product. (7) Given the reactants [CH3:1][O:2][CH:3]([O:16][CH3:17])[C:4]1[C:13]([CH:14]=[O:15])=[CH:12][C:11]2[CH2:10][CH2:9][CH2:8][NH:7][C:6]=2[N:5]=1.C1([O:24][C:25](=O)[NH:26][C:27]2[CH:32]=[C:31]([CH2:33][CH3:34])[C:30]([C:35]#[N:36])=[CH:29][N:28]=2)C=CC=CC=1, predict the reaction product. The product is: [C:35]([C:30]1[C:31]([CH2:33][CH3:34])=[CH:32][C:27]([NH:26][C:25]([N:7]2[C:6]3[C:11](=[CH:12][C:13]([CH:14]=[O:15])=[C:4]([CH:3]([O:2][CH3:1])[O:16][CH3:17])[N:5]=3)[CH2:10][CH2:9][CH2:8]2)=[O:24])=[N:28][CH:29]=1)#[N:36]. (8) Given the reactants Br[C:2]1[S:6][C:5]([CH:7]([NH:9][C:10](=[O:16])[O:11][C:12]([CH3:15])([CH3:14])[CH3:13])[CH3:8])=[CH:4][CH:3]=1.[Cl:17][CH:18]([Cl:37])[C:19]([NH:21][C@H:22]([CH2:35][F:36])[C@H:23]([OH:34])[C:24]1[CH:29]=[CH:28][C:27]([Sn](C)(C)C)=[CH:26][CH:25]=1)=[O:20], predict the reaction product. The product is: [Cl:17][CH:18]([Cl:37])[C:19]([NH:21][C@H:22]([CH2:35][F:36])[C@@H:23]([C:24]1[CH:25]=[CH:26][C:27]([C:2]2[S:6][C:5]([CH:7]([NH:9][C:10](=[O:16])[O:11][C:12]([CH3:15])([CH3:14])[CH3:13])[CH3:8])=[CH:4][CH:3]=2)=[CH:28][CH:29]=1)[OH:34])=[O:20].